This data is from Full USPTO retrosynthesis dataset with 1.9M reactions from patents (1976-2016). The task is: Predict the reactants needed to synthesize the given product. (1) Given the product [CH3:27][C:28]1([CH3:47])[C:36]2[C:31](=[CH:32][CH:33]=[C:34]([O:37][CH2:38][CH2:39][N:40]3[CH2:45][CH2:44][O:43][CH2:42][CH2:41]3)[CH:35]=2)[C:30](=[C:5]2[C:4]3[C:8](=[CH:9][CH:10]=[C:2]([F:1])[CH:3]=3)[NH:7][C:6]2=[O:11])[O:29]1, predict the reactants needed to synthesize it. The reactants are: [F:1][C:2]1[CH:3]=[C:4]2[C:8](=[CH:9][CH:10]=1)[NH:7][C:6](=[O:11])[CH2:5]2.[Li+].C[Si]([N-][Si](C)(C)C)(C)C.C1COCC1.[CH3:27][C:28]1([CH3:47])[C:36]2[C:31](=[CH:32][CH:33]=[C:34]([O:37][CH2:38][CH2:39][N:40]3[CH2:45][CH2:44][O:43][CH2:42][CH2:41]3)[CH:35]=2)[C:30](=O)[O:29]1. (2) Given the product [Cl:1][C:2]1[CH:3]=[C:4]([C:8]2[N:9]=[C:10]([N:16]3[C:20]4[CH:21]=[C:22]([CH2:25][N:26]5[CH2:31][CH2:30][N:29]([CH3:32])[CH2:28][CH2:27]5)[CH:23]=[CH:24][C:19]=4[N:18]=[CH:17]3)[S:11][C:12]=2[C:13]([NH2:34])=[O:14])[CH:5]=[CH:6][CH:7]=1, predict the reactants needed to synthesize it. The reactants are: [Cl:1][C:2]1[CH:3]=[C:4]([C:8]2[N:9]=[C:10]([N:16]3[C:20]4[CH:21]=[C:22]([CH2:25][N:26]5[CH2:31][CH2:30][N:29]([CH3:32])[CH2:28][CH2:27]5)[CH:23]=[CH:24][C:19]=4[N:18]=[CH:17]3)[S:11][C:12]=2[C:13](O)=[O:14])[CH:5]=[CH:6][CH:7]=1.C[N:34](C(N(C)C)=[N+]1C2C(=NC=CC=2)N=N1)C.F[P-](F)(F)(F)(F)F.[Cl-].[NH4+].C(N(C(C)C)CC)(C)C.